From a dataset of Full USPTO retrosynthesis dataset with 1.9M reactions from patents (1976-2016). Predict the reactants needed to synthesize the given product. (1) Given the product [C:13]([O:17][C:18]([N:20]1[CH2:24][CH2:23][CH2:22][C@H:21]1[C:25](=[O:27])[NH:36][CH2:35][CH2:34][C:33]1[CH:37]=[CH:38][C:30]([O:29][CH3:28])=[CH:31][CH:32]=1)=[O:19])([CH3:14])([CH3:15])[CH3:16], predict the reactants needed to synthesize it. The reactants are: Cl.C(N=C=NCCCN(C)C)C.[C:13]([O:17][C:18]([N:20]1[CH2:24][CH2:23][CH2:22][C@H:21]1[C:25]([OH:27])=O)=[O:19])([CH3:16])([CH3:15])[CH3:14].[CH3:28][O:29][C:30]1[CH:38]=[CH:37][C:33]([CH2:34][CH2:35][NH2:36])=[CH:32][CH:31]=1.C(N(C(C)C)CC)(C)C.ON1C2C=CC=CC=2N=N1. (2) Given the product [CH3:40][O:39][CH2:38][O:37][C:12]1[CH:11]=[CH:10][C:9]([CH2:8][N:49]2[CH2:50][CH2:51][N:46]([CH2:43][CH2:44][CH3:45])[CH2:47][CH2:48]2)=[CH:36][C:13]=1[C:14]([NH:16][C:17]1[CH:29]=[C:28]([C:30]2[CH:31]=[CH:32][CH:33]=[CH:34][CH:35]=2)[CH:27]=[CH:26][C:18]=1[C:19]([O:21][C:22]([CH3:23])([CH3:24])[CH3:25])=[O:20])=[O:15], predict the reactants needed to synthesize it. The reactants are: C(=O)([O-])[O-].[K+].[K+].Br[CH2:8][C:9]1[CH:10]=[CH:11][C:12]([O:37][CH2:38][O:39][CH3:40])=[C:13]([CH:36]=1)[C:14]([NH:16][C:17]1[CH:29]=[C:28]([C:30]2[CH:35]=[CH:34][CH:33]=[CH:32][CH:31]=2)[CH:27]=[CH:26][C:18]=1[C:19]([O:21][C:22]([CH3:25])([CH3:24])[CH3:23])=[O:20])=[O:15].Cl.Cl.[CH2:43]([N:46]1[CH2:51][CH2:50][NH:49][CH2:48][CH2:47]1)[CH2:44][CH3:45]. (3) Given the product [F:43][C:25]([F:24])([F:44])[C:26]([NH:28][CH2:29][C:30]1[CH:35]=[CH:34][C:33]([F:36])=[C:32]([CH:37]2[CH2:42][CH2:41][N:40]([C:20]([C:7]3[C:6]4[C:10](=[C:2]([CH3:1])[CH:3]=[CH:4][CH:5]=4)[N:9]([CH2:11][CH2:12][CH:13]4[CH2:18][CH2:17][CH2:16][CH2:15][N:14]4[CH3:19])[CH:8]=3)=[O:21])[CH2:39][CH2:38]2)[CH:31]=1)=[O:27], predict the reactants needed to synthesize it. The reactants are: [CH3:1][C:2]1[CH:3]=[CH:4][CH:5]=[C:6]2[C:10]=1[N:9]([CH2:11][CH2:12][CH:13]1[CH2:18][CH2:17][CH2:16][CH2:15][N:14]1[CH3:19])[CH:8]=[C:7]2[C:20](O)=[O:21].Cl.[F:24][C:25]([F:44])([F:43])[C:26]([NH:28][CH2:29][C:30]1[CH:35]=[CH:34][C:33]([F:36])=[C:32]([CH:37]2[CH2:42][CH2:41][NH:40][CH2:39][CH2:38]2)[CH:31]=1)=[O:27]. (4) Given the product [Cl:22][C:11]1[CH:12]=[C:13]([C:20]#[N:21])[CH:14]=[C:15]2[C:10]=1[NH:9][CH:8]([C:4]1[CH:3]=[C:2]([NH:23][C:24]3([C:27]([OH:29])=[O:28])[CH2:26][CH2:25]3)[CH:7]=[CH:6][CH:5]=1)[CH2:17][C:16]2([CH3:19])[CH3:18], predict the reactants needed to synthesize it. The reactants are: Br[C:2]1[CH:3]=[C:4]([CH:8]2[CH2:17][C:16]([CH3:19])([CH3:18])[C:15]3[C:10](=[C:11]([Cl:22])[CH:12]=[C:13]([C:20]#[N:21])[CH:14]=3)[NH:9]2)[CH:5]=[CH:6][CH:7]=1.[NH2:23][C:24]1([C:27]([OH:29])=[O:28])[CH2:26][CH2:25]1.C(=O)([O-])[O-].[K+].[K+]. (5) Given the product [C:5]([C:4]1[CH:3]=[C:2]([NH:1]/[N:11]=[C:21](\[C:22](=[O:23])[CH3:24])/[C:20]([O:26][CH2:27][C:28]2[CH:29]=[CH:30][CH:31]=[CH:32][CH:33]=2)=[O:25])[CH:9]=[C:8]([F:10])[CH:7]=1)#[N:6], predict the reactants needed to synthesize it. The reactants are: [NH2:1][C:2]1[CH:3]=[C:4]([CH:7]=[C:8]([F:10])[CH:9]=1)[C:5]#[N:6].[N:11]([O-])=O.[Na+].C([O-])(=O)C.[Na+].[C:20]([O:26][CH2:27][C:28]1[CH:33]=[CH:32][CH:31]=[CH:30][CH:29]=1)(=[O:25])[CH2:21][C:22]([CH3:24])=[O:23]. (6) Given the product [Br:1][C:2]1[CH2:6][CH2:5][CH2:4][C:3]=1[B:17]([OH:18])[OH:16], predict the reactants needed to synthesize it. The reactants are: [Br:1][C:2]1[CH2:6][CH2:5][CH2:4][C:3]=1Br.C([Li])CCC.C([O:16][B:17](OC(C)C)[O:18]C(C)C)(C)C. (7) Given the product [CH:2]([C:4]1[CH:9]=[CH:8][C:7]([S:10]([NH2:1])(=[O:12])=[O:11])=[CH:6][CH:5]=1)=[O:3], predict the reactants needed to synthesize it. The reactants are: [NH3:1].[CH:2]([C:4]1[CH:9]=[CH:8][C:7]([S:10](Cl)(=[O:12])=[O:11])=[CH:6][CH:5]=1)=[O:3]. (8) Given the product [O:11]=[C:4]1[C:5]2[C:10](=[CH:9][CH:8]=[CH:7][CH:6]=2)[C:2](=[O:1])[N:3]1[CH2:12][CH2:13][C:14]1[N:18]([CH2:19][CH2:20][CH3:21])[N:17]=[C:16]([C:22]([OH:24])=[O:23])[CH:15]=1, predict the reactants needed to synthesize it. The reactants are: [O:1]=[C:2]1[C:10]2[C:5](=[CH:6][CH:7]=[CH:8][CH:9]=2)[C:4](=[O:11])[N:3]1[CH2:12][CH2:13][C:14]1[N:18]([CH2:19][CH2:20][CH3:21])[N:17]=[C:16]([C:22]([O:24]CC)=[O:23])[CH:15]=1.O. (9) The reactants are: [CH3:1][C:2]1([CH3:15])[O:6][B:5]([OH:7])[C:4]2[CH:8]=C(CNC)[CH:10]=[CH:11][C:3]1=2.[Cl:16][C:17]1[CH:18]=[C:19]([C:24]2([C:39]([F:42])([F:41])[F:40])[O:28][N:27]=[C:26]([C:29]3[CH:37]=[CH:36][C:32]([C:33]([OH:35])=O)=[C:31]([CH3:38])[CH:30]=3)[CH2:25]2)[CH:20]=[C:21]([Cl:23])[CH:22]=1.F[B-](F)(F)F.Br[C:49]1C=CC=C[N+]=1CC.CC[N:59]([CH:63]([CH3:65])C)[CH:60]([CH3:62])C. Given the product [Cl:23][C:21]1[CH:20]=[C:19]([C:24]2([C:39]([F:42])([F:40])[F:41])[O:28][N:27]=[C:26]([C:29]3[CH:37]=[CH:36][C:32]([C:33]([N:59]([CH2:60][C:62]4[CH:10]=[CH:11][C:3]5[C:2]([CH3:15])([CH3:1])[O:6][B:5]([OH:7])[C:4]=5[CH:8]=4)[CH2:63][CH3:65])=[O:35])=[C:31]([CH2:38][CH3:49])[CH:30]=3)[CH2:25]2)[CH:18]=[C:17]([Cl:16])[CH:22]=1, predict the reactants needed to synthesize it. (10) Given the product [F:1][C:2]1[CH:3]=[C:4]([C:8]2[C:17]([CH:18]([OH:19])[CH3:21])=[CH:16][C:15]3[C:10](=[CH:11][CH:12]=[CH:13][N:14]=3)[N:9]=2)[CH:5]=[CH:6][CH:7]=1, predict the reactants needed to synthesize it. The reactants are: [F:1][C:2]1[CH:3]=[C:4]([C:8]2[C:17]([CH:18]=[O:19])=[CH:16][C:15]3[C:10](=[CH:11][CH:12]=[CH:13][N:14]=3)[N:9]=2)[CH:5]=[CH:6][CH:7]=1.O1CCC[CH2:21]1.C[Mg]Br.C(OCC)C.